From a dataset of NCI-60 drug combinations with 297,098 pairs across 59 cell lines. Regression. Given two drug SMILES strings and cell line genomic features, predict the synergy score measuring deviation from expected non-interaction effect. (1) Drug 1: C1C(C(OC1N2C=C(C(=O)NC2=O)F)CO)O. Drug 2: CC1=C(C(CCC1)(C)C)C=CC(=CC=CC(=CC(=O)O)C)C. Cell line: T-47D. Synergy scores: CSS=12.4, Synergy_ZIP=-3.14, Synergy_Bliss=-0.623, Synergy_Loewe=-0.701, Synergy_HSA=-0.193. (2) Drug 1: CC1=C2C(C(=O)C3(C(CC4C(C3C(C(C2(C)C)(CC1OC(=O)C(C(C5=CC=CC=C5)NC(=O)OC(C)(C)C)O)O)OC(=O)C6=CC=CC=C6)(CO4)OC(=O)C)OC)C)OC. Drug 2: CC1C(C(CC(O1)OC2CC(CC3=C2C(=C4C(=C3O)C(=O)C5=C(C4=O)C(=CC=C5)OC)O)(C(=O)C)O)N)O.Cl. Cell line: IGROV1. Synergy scores: CSS=43.2, Synergy_ZIP=0.487, Synergy_Bliss=0.843, Synergy_Loewe=3.79, Synergy_HSA=6.37. (3) Drug 1: CC(C1=C(C=CC(=C1Cl)F)Cl)OC2=C(N=CC(=C2)C3=CN(N=C3)C4CCNCC4)N. Drug 2: C1CC(=O)NC(=O)C1N2C(=O)C3=CC=CC=C3C2=O. Cell line: MDA-MB-231. Synergy scores: CSS=7.90, Synergy_ZIP=-1.51, Synergy_Bliss=3.53, Synergy_Loewe=-0.0246, Synergy_HSA=3.46.